Dataset: hERG potassium channel inhibition data for cardiac toxicity prediction from Karim et al.. Task: Regression/Classification. Given a drug SMILES string, predict its toxicity properties. Task type varies by dataset: regression for continuous values (e.g., LD50, hERG inhibition percentage) or binary classification for toxic/non-toxic outcomes (e.g., AMES mutagenicity, cardiotoxicity, hepatotoxicity). Dataset: herg_karim. The molecule is N#Cc1ccc(CNS(=O)(=O)CCN2CC3CN(CCc4ccc(F)cc4)CC(C2)O3)cc1. The result is 0 (non-blocker).